This data is from Forward reaction prediction with 1.9M reactions from USPTO patents (1976-2016). The task is: Predict the product of the given reaction. (1) Given the reactants [C:1]([O:5][C:6](=[O:22])[NH:7][CH2:8][CH2:9][O:10][C:11]1[CH:16]=[CH:15][C:14]([CH2:17][CH2:18][CH2:19][CH2:20][NH2:21])=[CH:13][CH:12]=1)([CH3:4])([CH3:3])[CH3:2].I.[NH2:24][C:25]1[C:26]([C:33]([NH:35][C:36](=[NH:39])SC)=[O:34])=[N:27][C:28]([Cl:32])=[C:29]([NH2:31])[N:30]=1.C(N(CC)CC)C, predict the reaction product. The product is: [C:1]([O:5][C:6](=[O:22])[NH:7][CH2:8][CH2:9][O:10][C:11]1[CH:16]=[CH:15][C:14]([CH2:17][CH2:18][CH2:19][CH2:20][NH:21][C:36]([NH2:39])=[N:35][C:33]([C:26]2[C:25]([NH2:24])=[N:30][C:29]([NH2:31])=[C:28]([Cl:32])[N:27]=2)=[O:34])=[CH:13][CH:12]=1)([CH3:4])([CH3:2])[CH3:3]. (2) Given the reactants [NH2:1][C:2]1[CH:7]=[CH:6][C:5]([Cl:8])=[CH:4][C:3]=1[C:9]([C:11]1[CH:16]=[CH:15][N:14]=[C:13]([CH3:17])[CH:12]=1)=[O:10].[CH:18]([O:21][C:22]1[CH:27]=[CH:26][C:25]([S:28](Cl)(=[O:30])=[O:29])=[CH:24][CH:23]=1)([CH3:20])[CH3:19], predict the reaction product. The product is: [Cl:8][C:5]1[CH:6]=[CH:7][C:2]([NH:1][S:28]([C:25]2[CH:24]=[CH:23][C:22]([O:21][CH:18]([CH3:20])[CH3:19])=[CH:27][CH:26]=2)(=[O:30])=[O:29])=[C:3]([C:9]([C:11]2[CH:16]=[CH:15][N:14]=[C:13]([CH3:17])[CH:12]=2)=[O:10])[CH:4]=1. (3) Given the reactants [Cl:1][C:2]1[C:3]([C:9]2[CH:10]=[CH:11][C:12]3[N:16]=[CH:15][N:14]([CH2:17][C:18]4[CH:23]=[CH:22][CH:21]=[C:20]([F:24])[CH:19]=4)[C:13]=3[CH:25]=2)=[CH:4][C:5](F)=[N:6][CH:7]=1.[NH2:26][C:27]1[CH:32]=[CH:31][C:30]([S:33]([NH2:36])(=[O:35])=[O:34])=[CH:29][CH:28]=1.C(=O)([O-])[O-].[Cs+].[Cs+].FC(F)(F)C(O)=O, predict the reaction product. The product is: [Cl:1][C:2]1[C:3]([C:9]2[CH:10]=[CH:11][C:12]3[N:16]=[CH:15][N:14]([CH2:17][C:18]4[CH:23]=[CH:22][CH:21]=[C:20]([F:24])[CH:19]=4)[C:13]=3[CH:25]=2)=[CH:4][C:5]([NH:26][C:27]2[CH:32]=[CH:31][C:30]([S:33]([NH2:36])(=[O:34])=[O:35])=[CH:29][CH:28]=2)=[N:6][CH:7]=1. (4) Given the reactants Br[CH2:2][CH:3]([O:7][CH2:8][CH3:9])[O:4][CH2:5][CH3:6].[CH2:10]([NH:12][CH2:13][CH3:14])[CH3:11], predict the reaction product. The product is: [CH2:5]([O:4][CH:3]([O:7][CH2:8][CH3:9])[CH2:2][N:12]([CH2:13][CH3:14])[CH2:10][CH3:11])[CH3:6]. (5) Given the reactants [C:1]([O:5][C:6]([N:8]1[CH2:24][CH2:23][CH2:22][C:10]2([C:14](=[O:15])[NH:13][CH2:12][CH:11]2[C:16]2[CH:17]=[N:18][CH:19]=[CH:20][CH:21]=2)[CH2:9]1)=[O:7])([CH3:4])([CH3:3])[CH3:2].[Li+].[CH3:26][Si]([N-][Si](C)(C)C)(C)C.IC, predict the reaction product. The product is: [C:1]([O:5][C:6]([N:8]1[CH2:24][CH2:23][CH2:22][C:10]2([C:14](=[O:15])[N:13]([CH3:26])[CH2:12][CH:11]2[C:16]2[CH:17]=[N:18][CH:19]=[CH:20][CH:21]=2)[CH2:9]1)=[O:7])([CH3:4])([CH3:2])[CH3:3]. (6) Given the reactants C1C=CC(P(C2C=CC=CC=2)C2C=CC=CC=2)=CC=1.[I:20]I.N1C=CN=C1.[C:27]([O:31][C:32](=[O:44])[C@@H:33]([NH:36][C:37]([O:39][C:40]([CH3:43])([CH3:42])[CH3:41])=[O:38])[CH2:34]O)([CH3:30])([CH3:29])[CH3:28], predict the reaction product. The product is: [C:27]([O:31][C:32](=[O:44])[C@@H:33]([NH:36][C:37]([O:39][C:40]([CH3:43])([CH3:42])[CH3:41])=[O:38])[CH2:34][I:20])([CH3:30])([CH3:29])[CH3:28]. (7) The product is: [N+:9]([C:4]1[C:5]([NH2:8])=[N:6][CH:7]=[C:2]([C:12]2[CH:17]=[CH:16][CH:15]=[CH:14][CH:13]=2)[CH:3]=1)([O-:11])=[O:10]. Given the reactants Br[C:2]1[CH:3]=[C:4]([N+:9]([O-:11])=[O:10])[C:5]([NH2:8])=[N:6][CH:7]=1.[C:12]1(B(O)O)[CH:17]=[CH:16][CH:15]=[CH:14][CH:13]=1.C(=O)([O-])[O-].[Na+].[Na+], predict the reaction product. (8) Given the reactants [CH2:1]([C:5]1[N:9]([CH2:10][C:11]2[CH:16]=[CH:15][C:14]([C:17]3[C:18]([C:23]#[N:24])=[CH:19][CH:20]=[CH:21][CH:22]=3)=[CH:13][CH:12]=2)[C:8](=[O:25])[NH:7][N:6]=1)[CH2:2][CH2:3][CH3:4].C[N:27](C)[CH:28]=[O:29].[H-].[Na+].Br[CH:34]([CH2:36][CH3:37])[CH3:35].C(OCC)(=[O:40])C, predict the reaction product. The product is: [CH2:1]([C:5]1[N:9]([CH2:10][C:11]2[CH:16]=[CH:15][C:14]([C:17]3[CH:22]=[CH:21][CH:20]=[CH:19][C:18]=3[C:23]3[NH:27][C:28](=[O:29])[O:40][N:24]=3)=[CH:13][CH:12]=2)[C:8](=[O:25])[N:7]([CH:34]([CH2:36][CH3:37])[CH3:35])[N:6]=1)[CH2:2][CH2:3][CH3:4]. (9) Given the reactants [CH3:1][Si:2]([CH3:31])([CH3:30])[CH2:3][CH2:4][O:5][CH2:6][N:7]1[C:11]2[N:12]=[CH:13][N:14]=[C:15]([C:16]3[CH:17]=[N:18][N:19]([CH:21]([CH2:26][C:27]([NH2:29])=O)[CH2:22][C:23]([NH2:25])=O)[CH:20]=3)[C:10]=2[CH:9]=[CH:8]1.CN(C=O)C.ClC(Cl)(Cl)C(Cl)=O.CCCCCC, predict the reaction product. The product is: [CH3:31][Si:2]([CH3:1])([CH3:30])[CH2:3][CH2:4][O:5][CH2:6][N:7]1[C:11]2[N:12]=[CH:13][N:14]=[C:15]([C:16]3[CH:17]=[N:18][N:19]([CH:21]([CH2:26][C:27]#[N:29])[CH2:22][C:23]#[N:25])[CH:20]=3)[C:10]=2[CH:9]=[CH:8]1.